Predict the product of the given reaction. From a dataset of Forward reaction prediction with 1.9M reactions from USPTO patents (1976-2016). (1) Given the reactants C1(P(C2C=CC=CC=2)C2C=CC=CC=2)C=CC=CC=1.Br[C:21]1[N:29]2[C:24]([CH:25]=[N:26][C:27]([S:30][CH3:31])=[N:28]2)=[CH:23][CH:22]=1.CC1(C)C(C)(C)OB([C:40]2[CH:45]=[CH:44][CH:43]=[CH:42][C:41]=2[O:46]C(=O)C)O1.C(=O)([O-])[O-].[Na+].[Na+].O, predict the reaction product. The product is: [CH3:31][S:30][C:27]1[N:26]=[CH:25][C:24]2=[CH:23][CH:22]=[C:21]([C:40]3[CH:45]=[CH:44][CH:43]=[CH:42][C:41]=3[OH:46])[N:29]2[N:28]=1. (2) The product is: [C:21]([O:20][C:18]([NH:6][C@H:5]([CH2:7][S:8][CH2:33][C:34]([O:36][CH3:37])=[O:35])[C:4]([O:3][CH3:2])=[O:9])=[O:19])([CH3:22])([CH3:23])[CH3:24]. Given the reactants Cl.[CH3:2][O:3][C:4](=[O:9])[C@@H:5]([CH2:7][SH:8])[NH2:6].[CH3:22][C:21]([O:20][C:18](O[C:18]([O:20][C:21]([CH3:24])([CH3:23])[CH3:22])=[O:19])=[O:19])([CH3:24])[CH3:23].CCN(CC)CC.Br[CH2:33][C:34]([O:36][CH3:37])=[O:35], predict the reaction product. (3) Given the reactants [CH3:1][C:2]1[C:7]([N+:8]([O-])=O)=[CH:6][CH:5]=[CH:4][C:3]=1[CH2:11][C:12]#[N:13], predict the reaction product. The product is: [NH2:8][C:7]1[C:2]([CH3:1])=[C:3]([CH2:11][C:12]#[N:13])[CH:4]=[CH:5][CH:6]=1. (4) Given the reactants [CH3:1][C:2]1[C:3]([CH2:21][S:22][C:23]2[NH:27][C:26]3[CH:28]=[CH:29][CH:30]=[CH:31][C:25]=3[N:24]=2)=[N:4][CH:5]=[CH:6][C:7]=1[O:8][CH2:9][CH:10]1[CH2:15][O:14][C:13]2([CH2:20][CH2:19][O:18][CH2:17][CH2:16]2)[O:12][CH2:11]1.C(N(CC)C(C)C)(C)C.[O-]O.C1(C(C)C)C=CC=CC=1.C(=O)([O-])[OH:53].[Na+], predict the reaction product. The product is: [CH3:1][C:2]1[C:3]([CH2:21][S:22]([C:23]2[NH:24][C:25]3[CH:31]=[CH:30][CH:29]=[CH:28][C:26]=3[N:27]=2)=[O:53])=[N:4][CH:5]=[CH:6][C:7]=1[O:8][CH2:9][CH:10]1[CH2:15][O:14][C:13]2([CH2:16][CH2:17][O:18][CH2:19][CH2:20]2)[O:12][CH2:11]1.